This data is from Forward reaction prediction with 1.9M reactions from USPTO patents (1976-2016). The task is: Predict the product of the given reaction. (1) Given the reactants [NH2:1][C:2]1[CH:29]=[CH:28][C:5]([C:6]([N:8]2[CH2:13][CH2:12][N:11]([CH2:14][C:15]3[CH:16]=[C:17]([CH:25]=[CH:26][CH:27]=3)[C:18]([NH:20][C:21]([CH3:24])([CH3:23])[CH3:22])=[O:19])[CH2:10][CH2:9]2)=[O:7])=[CH:4][C:3]=1[CH3:30].C1C([N+]([O-])=O)=CC=C([Cl-][C:41]([O-])=[O:42])C=1.[CH3:44][C:45]([CH3:49])([CH3:48])[CH2:46][NH2:47], predict the reaction product. The product is: [C:21]([NH:20][C:18](=[O:19])[C:17]1[CH:25]=[CH:26][CH:27]=[C:15]([CH2:14][N:11]2[CH2:12][CH2:13][N:8]([C:6](=[O:7])[C:5]3[CH:28]=[CH:29][C:2]([NH:1][C:41]([NH:47][CH2:46][C:45]([CH3:49])([CH3:48])[CH3:44])=[O:42])=[C:3]([CH3:30])[CH:4]=3)[CH2:9][CH2:10]2)[CH:16]=1)([CH3:24])([CH3:23])[CH3:22]. (2) Given the reactants Cl[C:2]1[C:3]([O:8][C:9]2[CH:14]=[CH:13][C:12]([NH:15][C:16]3[C:21]([F:22])=[CH:20][CH:19]=[CH:18][N:17]=3)=[CH:11][CH:10]=2)=[N:4][CH:5]=[CH:6][N:7]=1.[O:23]1[CH2:28][CH:27]=[C:26](B2OC(C)(C)C(C)(C)O2)[CH2:25][CH2:24]1.C(=O)([O-])[O-].[Na+].[Na+], predict the reaction product. The product is: [O:23]1[CH2:24][CH:25]=[C:26]([C:2]2[C:3]([O:8][C:9]3[CH:14]=[CH:13][C:12]([NH:15][C:16]4[C:21]([F:22])=[CH:20][CH:19]=[CH:18][N:17]=4)=[CH:11][CH:10]=3)=[N:4][CH:5]=[CH:6][N:7]=2)[CH2:27][CH2:28]1. (3) Given the reactants Br[C:2]1[CH:7]=[CH:6][C:5]([C:8]([F:11])([F:10])[F:9])=[CH:4][C:3]=1[N+]([O-])=O.[CH2:15](N(CC)CC)C.[CH3:22][OH:23].[CH3:24][S-:25].[Na+].[OH2:27], predict the reaction product. The product is: [CH3:24][S:25][C:3]1[CH:4]=[C:5]([C:8]([F:11])([F:10])[F:9])[CH:6]=[CH:7][C:2]=1[C:22]([O:27][CH3:15])=[O:23].